Dataset: Catalyst prediction with 721,799 reactions and 888 catalyst types from USPTO. Task: Predict which catalyst facilitates the given reaction. (1) Reactant: [CH3:1][N:2]1[C:6]2[CH:7]=[CH:8][C:9]([N+:11]([O-])=O)=[CH:10][C:5]=2[N:4]([CH3:14])[C:3]1=[O:15].[H][H]. Product: [NH2:11][C:9]1[CH:8]=[CH:7][C:6]2[N:2]([CH3:1])[C:3](=[O:15])[N:4]([CH3:14])[C:5]=2[CH:10]=1. The catalyst class is: 99. (2) Reactant: [CH2:1]([SnH:5]([CH2:10][CH2:11][CH2:12][CH3:13])[CH2:6][CH2:7][CH2:8][CH3:9])[CH2:2][CH2:3][CH3:4].[CH3:14][CH:15]([OH:19])[C:16]#[C:17][CH3:18]. Product: [CH2:10]([Sn:5]([CH2:1][CH2:2][CH2:3][CH3:4])([CH2:6][CH2:7][CH2:8][CH3:9])/[C:16](=[CH:17]\[CH3:18])/[CH:15]([OH:19])[CH3:14])[CH2:11][CH2:12][CH3:13]. The catalyst class is: 2. (3) Reactant: Br[C:2]1[CH:3]=[CH:4][C:5]([O:8][CH2:9][CH:10]2[CH2:15][CH2:14][N:13]([CH2:16][C:17]([F:20])([CH3:19])[CH3:18])[CH2:12][CH2:11]2)=[N:6][CH:7]=1.[F:21][C:22]1[CH:27]=[C:26]([C:28]([O:30][CH3:31])=[O:29])[CH:25]=[CH:24][C:23]=1B(O)O.C([O-])([O-])=O.[Cs+].[Cs+]. Product: [F:21][C:22]1[CH:27]=[C:26]([CH:25]=[CH:24][C:23]=1[C:2]1[CH:7]=[N:6][C:5]([O:8][CH2:9][CH:10]2[CH2:15][CH2:14][N:13]([CH2:16][C:17]([F:20])([CH3:19])[CH3:18])[CH2:12][CH2:11]2)=[CH:4][CH:3]=1)[C:28]([O:30][CH3:31])=[O:29]. The catalyst class is: 38. (4) Reactant: [F:1][C:2]1[CH:7]=[CH:6][C:5]([B:8]([OH:10])[OH:9])=[CH:4][C:3]=1[C:11]([F:14])([F:13])[F:12].[CH2:15](O)[CH2:16]O. Product: [F:1][C:2]1[CH:7]=[CH:6][C:5]([B:8]2[O:9][CH2:16][CH2:15][O:10]2)=[CH:4][C:3]=1[C:11]([F:14])([F:12])[F:13]. The catalyst class is: 11. (5) Reactant: [CH3:1][C@H:2]1[O:7][C@H:6]([CH3:8])[CH2:5][NH:4][CH2:3]1.Br[C:10]1[CH:11]=[CH:12][C:13]2[O:14][CH2:15][C:16](=[O:20])[NH:17][C:18]=2[N:19]=1. Product: [CH3:1][C@@H:2]1[CH2:3][N:4]([C:10]2[CH:11]=[CH:12][C:13]3[O:14][CH2:15][C:16](=[O:20])[NH:17][C:18]=3[N:19]=2)[CH2:5][C@@H:6]([CH3:8])[O:7]1. The catalyst class is: 16. (6) Product: [CH3:1][N:2]1[CH2:7][CH2:6][CH:5]([C:8]2[C:16]3[C:11](=[CH:12][CH:13]=[C:14]([OH:17])[CH:15]=3)[NH:10][CH:9]=2)[CH2:4][CH2:3]1. Reactant: [CH3:1][N:2]1[CH2:7][CH:6]=[C:5]([C:8]2[C:16]3[C:11](=[CH:12][CH:13]=[C:14]([OH:17])[CH:15]=3)[NH:10][CH:9]=2)[CH2:4][CH2:3]1.C([SiH](CC)CC)C. The catalyst class is: 4. (7) Reactant: [F:1][C:2]1[CH:3]=[C:4]([NH:9][CH:10]2[CH2:15][CH2:14][N:13]([CH3:16])[CH2:12][CH2:11]2)[CH:5]=[CH:6][C:7]=1[NH2:8].Cl[C:18]1[N:27]=[CH:26][C:25]2[C:20](=[C:21]([C:28]3[CH:29]=[C:30]([NH:34][C:35](=[O:38])[CH:36]=[CH2:37])[CH:31]=[CH:32][CH:33]=3)[CH:22]=[CH:23][CH:24]=2)[N:19]=1.C(O)(C(F)(F)F)=O. Product: [F:1][C:2]1[CH:3]=[C:4]([NH:9][CH:10]2[CH2:15][CH2:14][N:13]([CH3:16])[CH2:12][CH2:11]2)[CH:5]=[CH:6][C:7]=1[NH:8][C:18]1[N:27]=[CH:26][C:25]2[C:20](=[C:21]([C:28]3[CH:29]=[C:30]([NH:34][C:35](=[O:38])[CH:36]=[CH2:37])[CH:31]=[CH:32][CH:33]=3)[CH:22]=[CH:23][CH:24]=2)[N:19]=1. The catalyst class is: 114.